This data is from Full USPTO retrosynthesis dataset with 1.9M reactions from patents (1976-2016). The task is: Predict the reactants needed to synthesize the given product. (1) Given the product [S:1]([CH2:11][CH2:12][O:13][C:14](=[O:18])[C:15]([CH3:17])=[CH2:16])([C:4]1[CH:5]=[CH:6][C:7]([CH3:8])=[CH:9][CH:10]=1)(=[O:3])=[O:2].[OH:19][CH2:20][CH2:21][O:22][C:23](=[O:27])[C:24]([CH3:26])=[CH2:25].[CH3:28][O:29][C:30](=[O:33])[CH:31]=[CH2:32].[CH2:34]([O:38][C:39](=[O:43])[C:40]([CH3:42])=[CH2:41])[CH:35]1[O:37][CH2:36]1, predict the reactants needed to synthesize it. The reactants are: [S:1]([CH2:11][CH2:12][O:13][C:14](=[O:18])[C:15]([CH3:17])=[CH2:16])([C:4]1[CH:10]=[CH:9][C:7]([CH3:8])=[CH:6][CH:5]=1)(=[O:3])=[O:2].[OH:19][CH2:20][CH2:21][O:22][C:23](=[O:27])[C:24]([CH3:26])=[CH2:25].[CH3:28][O:29][C:30](=[O:33])[CH:31]=[CH2:32].[CH2:34]([O:38][C:39](=[O:43])[C:40]([CH3:42])=[CH2:41])[CH:35]1[O:37][CH2:36]1.CC(N=NC(C#N)(C)C)(C#N)C. (2) Given the product [NH2:24][C:25]1[N:30]=[C:29]([CH:31]2[CH2:36][CH2:35][CH2:34][N:33]([C:37]([O:39][C:40]([CH3:43])([CH3:41])[CH3:42])=[O:38])[CH2:32]2)[CH:28]=[C:27]([C:44]2[C:45]([O:51][S:10]([C:13]([F:16])([F:15])[F:14])(=[O:12])=[O:11])=[CH:46][CH:47]=[CH:48][C:49]=2[O:50][S:10]([C:13]([F:16])([F:15])[F:14])(=[O:12])=[O:11])[N:26]=1, predict the reactants needed to synthesize it. The reactants are: [H-].[Na+].C1C=CC(N([S:10]([C:13]([F:16])([F:15])[F:14])(=[O:12])=[O:11])[S:10]([C:13]([F:16])([F:15])[F:14])(=[O:12])=[O:11])=CC=1.[NH2:24][C:25]1[N:30]=[C:29]([CH:31]2[CH2:36][CH2:35][CH2:34][N:33]([C:37]([O:39][C:40]([CH3:43])([CH3:42])[CH3:41])=[O:38])[CH2:32]2)[CH:28]=[C:27]([C:44]2[C:49]([OH:50])=[CH:48][CH:47]=[CH:46][C:45]=2[OH:51])[N:26]=1.[Cl-].[NH4+]. (3) Given the product [C:8]([O:11][CH2:12][CH2:13][C:14]1[CH:15]=[CH:16][CH:17]=[C:18]2[C:22]=1[NH:21][CH:20]=[C:19]2[C:30](=[O:31])[CH:32]([NH:39][C:40]1[CH:41]=[N:42][CH:43]=[C:44]([O:46][CH3:47])[CH:45]=1)[C:33]1[CH:34]=[CH:35][CH:36]=[CH:37][CH:38]=1)(=[O:10])[CH3:9], predict the reactants needed to synthesize it. The reactants are: C(N(CC)CC)C.[C:8]([O:11][CH2:12][CH2:13][C:14]1[CH:15]=[CH:16][CH:17]=[C:18]2[C:22]=1[N:21](C(OC(C)(C)C)=O)[CH:20]=[C:19]2[CH:30]=[O:31])(=[O:10])[CH3:9].[CH:32](=[N:39][C:40]1[CH:41]=[N:42][CH:43]=[C:44]([O:46][CH3:47])[CH:45]=1)[C:33]1[CH:38]=[CH:37][CH:36]=[CH:35][CH:34]=1. (4) Given the product [Cl:17][C:5]1[C:6]([NH:8][C:9]2[CH:13]=[C:12]([CH:14]3[CH2:16][CH2:15]3)[NH:11][N:10]=2)=[N:7][C:2]([NH:27][C@H:25]([C:22]2[CH:21]=[CH:20][C:19]([F:18])=[CH:24][N:23]=2)[CH3:26])=[N:3][CH:4]=1, predict the reactants needed to synthesize it. The reactants are: Cl[C:2]1[N:7]=[C:6]([NH:8][C:9]2[CH:13]=[C:12]([CH:14]3[CH2:16][CH2:15]3)[NH:11][N:10]=2)[C:5]([Cl:17])=[CH:4][N:3]=1.[F:18][C:19]1[CH:20]=[CH:21][C:22]([C@@H:25]([NH2:27])[CH3:26])=[N:23][CH:24]=1.CCN(C(C)C)C(C)C.